This data is from Forward reaction prediction with 1.9M reactions from USPTO patents (1976-2016). The task is: Predict the product of the given reaction. (1) Given the reactants [F:1][C:2]1[CH:7]=[CH:6][C:5]([O:8][CH3:9])=[CH:4][C:3]=1[C:10]1[CH:11]=[CH:12][C:13]([CH2:21][N:22]2C(=O)C3C(=CC=CC=3)C2=O)=[N:14][C:15]=1[O:16][CH2:17][CH:18]([CH3:20])[CH3:19].O.NN, predict the reaction product. The product is: [F:1][C:2]1[CH:7]=[CH:6][C:5]([O:8][CH3:9])=[CH:4][C:3]=1[C:10]1[CH:11]=[CH:12][C:13]([CH2:21][NH2:22])=[N:14][C:15]=1[O:16][CH2:17][CH:18]([CH3:19])[CH3:20]. (2) Given the reactants [O:1]=[C:2]1[NH:10][C:5]2=[N:6][CH:7]=[CH:8][CH:9]=[C:4]2[N:3]1[CH:11]1[CH2:16][CH2:15][N:14]([C:17]([O:19][C@H:20]2[C:26]3=[N:27][C:28](N)=[CH:29][CH:30]=[C:25]3[CH2:24][C@H:23]([C:32]3[CH:37]=[CH:36][CH:35]=[C:34]([F:38])[C:33]=3[F:39])[CH2:22][CH2:21]2)=[O:18])[CH2:13][CH2:12]1.[ClH:40].[N+]([O-])([O-])=O.[Na+].[OH-].[Na+], predict the reaction product. The product is: [O:1]=[C:2]1[NH:10][C:5]2=[N:6][CH:7]=[CH:8][CH:9]=[C:4]2[N:3]1[CH:11]1[CH2:16][CH2:15][N:14]([C:17]([O:19][C@H:20]2[C:26]3=[N:27][C:28]([Cl:40])=[CH:29][CH:30]=[C:25]3[CH2:24][C@H:23]([C:32]3[CH:37]=[CH:36][CH:35]=[C:34]([F:38])[C:33]=3[F:39])[CH2:22][CH2:21]2)=[O:18])[CH2:13][CH2:12]1.